This data is from Forward reaction prediction with 1.9M reactions from USPTO patents (1976-2016). The task is: Predict the product of the given reaction. (1) Given the reactants [CH3:1][N:2]([CH3:25])[C:3]([C:5]1[N:6]=[C:7]([C:21]([F:24])([F:23])[F:22])[N:8]2[CH2:13][CH2:12][N:11](C(OC(C)(C)C)=O)[CH2:10][C:9]=12)=[O:4].[ClH:26], predict the reaction product. The product is: [ClH:26].[CH3:1][N:2]([CH3:25])[C:3]([C:5]1[N:6]=[C:7]([C:21]([F:24])([F:22])[F:23])[N:8]2[CH2:13][CH2:12][NH:11][CH2:10][C:9]=12)=[O:4]. (2) The product is: [Cl:8][C:6]1[CH:5]=[C:4]([C:9]2([C:22]([F:23])([F:25])[F:24])[O:13][C:12]([C:14]3[CH:19]=[CH:18][C:17]([S:26][CH2:27][C:28]([NH:30][CH2:31][C:32]([F:35])([F:34])[F:33])=[O:29])=[C:16]([CH3:21])[CH:15]=3)=[N:11][CH2:10]2)[CH:3]=[C:2]([Cl:1])[CH:7]=1. Given the reactants [Cl:1][C:2]1[CH:3]=[C:4]([C:9]2([C:22]([F:25])([F:24])[F:23])[O:13][C:12]([C:14]3[CH:19]=[CH:18][C:17](F)=[C:16]([CH3:21])[CH:15]=3)=[N:11][CH2:10]2)[CH:5]=[C:6]([Cl:8])[CH:7]=1.[SH:26][CH2:27][C:28]([NH:30][CH2:31][C:32]([F:35])([F:34])[F:33])=[O:29].C(=O)([O-])[O-].[K+].[K+], predict the reaction product. (3) Given the reactants F[C:2]1[CH:15]=[CH:14][C:13]([S:16](=[O:19])(=[O:18])[NH2:17])=[CH:12][C:3]=1[C:4]([NH:6][CH2:7][C:8]([O:10][CH3:11])=[O:9])=[O:5].[CH3:20][C:21]1[CH:22]=[C:23]([OH:29])[CH:24]=[CH:25][C:26]=1[S:27][CH3:28].C([O-])([O-])=O.[K+].[K+].Cl, predict the reaction product. The product is: [CH3:20][C:21]1[CH:22]=[C:23]([CH:24]=[CH:25][C:26]=1[S:27][CH3:28])[O:29][C:2]1[CH:15]=[CH:14][C:13]([S:16](=[O:19])(=[O:18])[NH2:17])=[CH:12][C:3]=1[C:4]([NH:6][CH2:7][C:8]([O:10][CH3:11])=[O:9])=[O:5]. (4) Given the reactants FC(F)(F)C(O)=O.[NH2:8][C:9]1[C:14]([C:15]([C:17]2[CH:22]=[C:21]([F:23])[CH:20]=[CH:19][C:18]=2[O:24][CH3:25])=[O:16])=[CH:13][N:12]=[C:11](NC2CCNCC2)[N:10]=1.[N:33]1([CH2:39][CH2:40][C:41](O)=[O:42])[CH2:38][CH2:37][CH2:36][CH2:35][CH2:34]1, predict the reaction product. The product is: [NH2:8][C:9]1[C:14]([C:15](=[O:16])[C:17]2[CH:22]=[C:21]([F:23])[CH:20]=[CH:19][C:18]=2[O:24][CH3:25])=[CH:13][N:12]=[C:11]([CH:36]2[CH2:37][CH2:38][N:33]([CH2:39][CH2:40][CH:41]=[O:42])[CH2:34][CH2:35]2)[N:10]=1. (5) Given the reactants [N:1]1([C:11]([O:13][C:14]([CH3:17])([CH3:16])[CH3:15])=[O:12])[CH2:6][CH2:5][NH:4][CH:3]([C:7]([O:9][CH3:10])=[O:8])[CH2:2]1.[Cl:18][C:19]1[N:24]=[C:23]([C:25]([O:27][CH3:28])=[O:26])[CH:22]=[C:21](Cl)[N:20]=1.CCN(C(C)C)C(C)C, predict the reaction product. The product is: [Cl:18][C:19]1[N:20]=[C:21]([N:4]2[CH2:5][CH2:6][N:1]([C:11]([O:13][C:14]([CH3:17])([CH3:16])[CH3:15])=[O:12])[CH2:2][CH:3]2[C:7]([O:9][CH3:10])=[O:8])[CH:22]=[C:23]([C:25]([O:27][CH3:28])=[O:26])[N:24]=1. (6) Given the reactants [C:1]1([N:7]2[C:11]3[CH:12]=[CH:13][CH:14]=[CH:15][C:10]=3[N:9]=[C:8]2[C:16]2[CH:21]=[CH:20][C:19](B3OC(C)(C)C(C)(C)O3)=[CH:18][CH:17]=2)[CH:6]=[CH:5][CH:4]=[CH:3][CH:2]=1.Br[C:32]1[CH:37]=[CH:36][C:35]([N:38]2[C:50]3[CH:49]=[CH:48][CH:47]=[CH:46][C:45]=3C3C2=CC=CC=3)=[CH:34][CH:33]=1.[F-].[K+].C(O[CH2:57][CH3:58])(=O)C, predict the reaction product. The product is: [C:1]1([N:7]2[C:11]3[CH:12]=[CH:13][CH:14]=[CH:15][C:10]=3[N:9]=[C:8]2[C:16]2[CH:17]=[CH:18][C:19]([C:58]3[CH:57]=[CH:3][C:2]([N:38]4[C:50]5[CH:45]=[CH:46][CH:47]=[CH:48][C:49]=5[C:34]5[C:35]4=[CH:36][CH:37]=[CH:32][CH:33]=5)=[CH:1][CH:6]=3)=[CH:20][CH:21]=2)[CH:6]=[CH:5][CH:4]=[CH:3][CH:2]=1. (7) Given the reactants C(OC(=O)[NH:7][C@H:8]1[CH2:13][C@@H:12]([N:14]2[CH2:21][C:20]3[C:16](=[N:17][N:18]([S:22]([CH3:25])(=[O:24])=[O:23])[CH:19]=3)[CH2:15]2)[CH2:11][O:10][C@@H:9]1[C:26]1[CH:31]=[C:30]([F:32])[C:29]([F:33])=[CH:28][C:27]=1[F:34])(C)(C)C.FC(F)(F)C(O)=O, predict the reaction product. The product is: [F:34][C:27]1[CH:28]=[C:29]([F:33])[C:30]([F:32])=[CH:31][C:26]=1[C@@H:9]1[C@@H:8]([NH2:7])[CH2:13][C@@H:12]([N:14]2[CH2:21][C:20]3[C:16](=[N:17][N:18]([S:22]([CH3:25])(=[O:24])=[O:23])[CH:19]=3)[CH2:15]2)[CH2:11][O:10]1. (8) Given the reactants [C:1]([C:5]1[N:6]=[C:7](Cl)[C:8]2[N:9]([C:18](=[O:21])[NH:19][N:20]=2)[C:10]=1[C:11]1[CH:16]=[CH:15][CH:14]=[CH:13][C:12]=1C)([CH3:4])([CH3:3])[CH3:2].[N:23]1[CH:28]=[CH:27][CH:26]=[C:25]([CH2:29][CH2:30][NH2:31])[CH:24]=1.[CH2:32]1COCC1, predict the reaction product. The product is: [C:1]([C:5]1[N:6]=[C:7]([NH:31][CH2:30][CH2:29][C:25]2[CH:24]=[N:23][CH:28]=[CH:27][CH:26]=2)[C:8]2[N:9]([C:18](=[O:21])[NH:19][N:20]=2)[C:10]=1[C:11]1[CH:16]=[C:15]([CH3:32])[CH:14]=[CH:13][CH:12]=1)([CH3:2])([CH3:3])[CH3:4]. (9) Given the reactants C(OC([N:8]([CH2:19][CH2:20][C:21]1([CH2:27][CH2:28][N:29]2[CH2:34][CH2:33][CH:32]([N:35]([C:43]3[CH:48]=[CH:47][C:46]([CH3:49])=[CH:45][N:44]=3)[C:36]([C:38]3[O:39][CH:40]=[CH:41][CH:42]=3)=[O:37])[CH2:31][CH2:30]2)[CH2:26][CH2:25][CH2:24][CH2:23][CH2:22]1)[C:9]([NH2:18])=[N:10]C(OC(C)(C)C)=O)=O)(C)(C)C, predict the reaction product. The product is: [NH:8]([CH2:19][CH2:20][C:21]1([CH2:27][CH2:28][N:29]2[CH2:34][CH2:33][CH:32]([N:35]([C:43]3[CH:48]=[CH:47][C:46]([CH3:49])=[CH:45][N:44]=3)[C:36]([C:38]3[O:39][CH:40]=[CH:41][CH:42]=3)=[O:37])[CH2:31][CH2:30]2)[CH2:22][CH2:23][CH2:24][CH2:25][CH2:26]1)[C:9]([NH2:18])=[NH:10].